From a dataset of Reaction yield outcomes from USPTO patents with 853,638 reactions. Predict the reaction yield, written as a fraction of the theoretical maximum amount of product (1.0 means a 100% yield; for example, 0.34 means a 34% yield). (1) The reactants are CC(OC(/N=N/C(OC(C)C)=O)=O)C.[OH:15][CH2:16][C@@H:17]1[O:21][C:20](=[O:22])[N:19]([C:23]2[CH:28]=[CH:27][C:26]([C:29]3[CH2:30][CH2:31][O:32][CH2:33][CH:34]=3)=[C:25]([F:35])[CH:24]=2)[CH2:18]1.O[C:37]1[CH:41]=[CH:40][S:39][N:38]=1.C1(P(C2C=CC=CC=2)C2C=CC=CC=2)C=CC=CC=1. The catalyst is C1COCC1. The product is [S:39]1[CH:40]=[CH:41][C:37]([O:15][CH2:16][C@@H:17]2[O:21][C:20](=[O:22])[N:19]([C:23]3[CH:28]=[CH:27][C:26]([C:29]4[CH2:30][CH2:31][O:32][CH2:33][CH:34]=4)=[C:25]([F:35])[CH:24]=3)[CH2:18]2)=[N:38]1. The yield is 0.670. (2) The yield is 0.660. The reactants are [CH2:1]1[C:9]2[C:4](=[CH:5][CH:6]=[CH:7][CH:8]=2)[CH2:3][CH:2]1[C:10](O)=[O:11].[H-].[H-].[H-].[H-].[Li+].[Al+3]. The product is [CH2:3]1[C:4]2[C:9](=[CH:8][CH:7]=[CH:6][CH:5]=2)[CH2:1][CH:2]1[CH2:10][OH:11]. The catalyst is C1COCC1.CCOC(C)=O. (3) The reactants are [CH3:1][C:2]1[CH:7]=[CH:6][C:5]([S:8]([OH:10])=[O:9])=[CH:4][CH:3]=1.[CH2:11]([O:18][C:19]1[CH:26]=[CH:25][C:22]([CH:23]=O)=[CH:21][CH:20]=1)[C:12]1[CH:17]=[CH:16][CH:15]=[CH:14][CH:13]=1.[CH:27]([NH2:29])=[O:28]. The catalyst is CO. The product is [CH2:11]([O:18][C:19]1[CH:26]=[CH:25][C:22]([CH:23]([S:8]([C:5]2[CH:6]=[CH:7][C:2]([CH3:1])=[CH:3][CH:4]=2)(=[O:10])=[O:9])[NH:29][CH:27]=[O:28])=[CH:21][CH:20]=1)[C:12]1[CH:17]=[CH:16][CH:15]=[CH:14][CH:13]=1. The yield is 0.490. (4) The catalyst is C(Cl)Cl. The yield is 0.940. The reactants are [Cl:1][C:2]1[CH:3]=[C:4]([CH:19]=[CH:20][C:21]=1[Cl:22])[O:5][C:6]1[CH:11]=[CH:10][C:9]([N+:12]([O-:14])=[O:13])=[CH:8][C:7]=1[CH:15]([NH:17][CH3:18])[CH3:16].[C:34]([O:33][C:31](O[C:31]([O:33][C:34]([CH3:37])([CH3:36])[CH3:35])=[O:32])=[O:32])([CH3:37])([CH3:36])[CH3:35].C(N(CC)CC)C. The product is [C:34]([O:33][C:31](=[O:32])[N:17]([CH:15]([C:7]1[CH:8]=[C:9]([N+:12]([O-:14])=[O:13])[CH:10]=[CH:11][C:6]=1[O:5][C:4]1[CH:19]=[CH:20][C:21]([Cl:22])=[C:2]([Cl:1])[CH:3]=1)[CH3:16])[CH3:18])([CH3:35])([CH3:36])[CH3:37]. (5) The reactants are [NH2:1][C@@H:2]1[C:11]2[C:6](=[CH:7][CH:8]=[CH:9][CH:10]=2)[C@H:5]([OH:12])[CH2:4][CH2:3]1.[H-].[Na+].F[C:16]1[CH:17]=[CH:18][C:19]2[N:20]([C:22]([N:25]3[CH2:31][CH2:30][CH2:29][O:28][CH2:27][CH2:26]3)=[N:23][N:24]=2)[CH:21]=1. The catalyst is CN(C=O)C.O. The product is [O:28]1[CH2:29][CH2:30][CH2:31][N:25]([C:22]2[N:20]3[CH:21]=[C:16]([O:12][C@H:5]4[C:6]5[C:11](=[CH:10][CH:9]=[CH:8][CH:7]=5)[C@@H:2]([NH2:1])[CH2:3][CH2:4]4)[CH:17]=[CH:18][C:19]3=[N:24][N:23]=2)[CH2:26][CH2:27]1. The yield is 0.400. (6) The reactants are [C:1]1([C:17]2[CH:22]=[CH:21][CH:20]=[CH:19][CH:18]=2)[CH:6]=[CH:5][CH:4]=[CH:3][C:2]=1[NH:7][C:8](=[O:16])[O:9][CH2:10][C@@H:11]1[CH2:15][CH2:14][CH2:13][NH:12]1.I[CH2:24][CH:25]([CH3:27])[CH3:26]. No catalyst specified. The product is [C:1]1([C:17]2[CH:22]=[CH:21][CH:20]=[CH:19][CH:18]=2)[CH:6]=[CH:5][CH:4]=[CH:3][C:2]=1[NH:7][C:8](=[O:16])[O:9][CH2:10][C@@H:11]1[CH2:15][CH2:14][CH2:13][N:12]1[CH2:24][CH:25]([CH3:27])[CH3:26]. The yield is 0.0400. (7) The reactants are [CH3:1][C:2]1[CH:7]=[CH:6][NH:5][C:4](=[O:8])[C:3]=1[C:9]([OH:11])=[O:10].OS(O)(=O)=O.[CH3:17]O. No catalyst specified. The product is [CH3:1][C:2]1[CH:7]=[CH:6][NH:5][C:4](=[O:8])[C:3]=1[C:9]([O:11][CH3:17])=[O:10]. The yield is 0.802. (8) The reactants are [CH2:1]([NH:3][C:4]([C:6]1[C:10](I)=[C:9]([C:12]2[CH:17]=[C:16]([Cl:18])[C:15]([O:19][CH2:20][C:21]3[CH:26]=[CH:25][CH:24]=[CH:23][CH:22]=3)=[CH:14][C:13]=2[O:27][CH2:28][C:29]2[CH:34]=[CH:33][CH:32]=[CH:31][CH:30]=2)[O:8][N:7]=1)=[O:5])[CH3:2].[C:35]([O-:38])(O)=O.[Na+].CN(C=O)C. The catalyst is CCOC(C)=O.Cl[Pd](Cl)([P](C1C=CC=CC=1)(C1C=CC=CC=1)C1C=CC=CC=1)[P](C1C=CC=CC=1)(C1C=CC=CC=1)C1C=CC=CC=1. The product is [CH2:1]([NH:3][C:4]([C:6]1[C:10]([C:12]2[CH:17]=[CH:16][C:15]([CH:35]=[O:38])=[CH:14][CH:13]=2)=[C:9]([C:12]2[CH:17]=[C:16]([Cl:18])[C:15]([O:19][CH2:20][C:21]3[CH:26]=[CH:25][CH:24]=[CH:23][CH:22]=3)=[CH:14][C:13]=2[O:27][CH2:28][C:29]2[CH:34]=[CH:33][CH:32]=[CH:31][CH:30]=2)[O:8][N:7]=1)=[O:5])[CH3:2]. The yield is 0.820.